Dataset: Reaction yield outcomes from USPTO patents with 853,638 reactions. Task: Predict the reaction yield, written as a fraction of the theoretical maximum amount of product (1.0 means a 100% yield; for example, 0.34 means a 34% yield). (1) The reactants are C([O:9][CH:10]1[CH2:18][CH:13]2[O:14][C:15](=[O:17])[CH2:16][CH:12]2[CH:11]1[CH2:19][CH2:20][CH:21]([F:34])[CH2:22][O:23][C:24]1[CH:29]=[CH:28][CH:27]=[C:26]([C:30]([F:33])([F:32])[F:31])[CH:25]=1)(=O)C1C=CC=CC=1.C([O-])([O-])=O.[K+].[K+].C(O)(=O)CC(CC(O)=O)(C(O)=O)O. The catalyst is CO. The product is [F:34][CH:21]([CH2:22][O:23][C:24]1[CH:29]=[CH:28][CH:27]=[C:26]([C:30]([F:33])([F:31])[F:32])[CH:25]=1)[CH2:20][CH2:19][CH:11]1[CH:12]2[CH:13]([O:14][C:15](=[O:17])[CH2:16]2)[CH2:18][CH:10]1[OH:9]. The yield is 0.820. (2) The reactants are [C:1](OC(=O)C)(=[O:3])[CH3:2].[NH2:8][C:9]1[S:24][C:12]2[CH2:13][N:14]([C:17]([O:19][C:20]([CH3:23])([CH3:22])[CH3:21])=[O:18])[CH2:15][CH2:16][C:11]=2[C:10]=1[C:25]1[S:26][C:27]2[CH:33]=[CH:32][C:31]([Cl:34])=[CH:30][C:28]=2[N:29]=1.C(N(CC)CC)C. The catalyst is CN(C1C=CN=CC=1)C.CN(C)C=O. The product is [C:1]([NH:8][C:9]1[S:24][C:12]2[CH2:13][N:14]([C:17]([O:19][C:20]([CH3:23])([CH3:22])[CH3:21])=[O:18])[CH2:15][CH2:16][C:11]=2[C:10]=1[C:25]1[S:26][C:27]2[CH:33]=[CH:32][C:31]([Cl:34])=[CH:30][C:28]=2[N:29]=1)(=[O:3])[CH3:2]. The yield is 0.910. (3) The reactants are Br[C:2]1[CH:3]=[CH:4][C:5]([F:21])=[C:6]([C@@:8]2([CH3:20])[N:16]=[C:15]([NH2:17])[C:11]3([CH2:14][CH2:13][CH2:12]3)[S:10](=[O:19])(=[O:18])[CH2:9]2)[CH:7]=1.N. The catalyst is CO.[Pd]. The product is [F:21][C:5]1[CH:4]=[CH:3][CH:2]=[CH:7][C:6]=1[C@@:8]1([CH3:20])[N:16]=[C:15]([NH2:17])[C:11]2([CH2:12][CH2:13][CH2:14]2)[S:10](=[O:19])(=[O:18])[CH2:9]1. The yield is 0.878. (4) The reactants are [F:1][C:2]([F:12])([F:11])[C:3](=[O:10])[CH2:4][C:5]([O:7][CH2:8][CH3:9])=[O:6].[C:13](=O)([O-])[O-].[Cs+].[Cs+].C1(C)C=CC(S(OC)(=O)=O)=CC=1. The catalyst is CN(C=O)C.O. The product is [CH2:8]([O:7][C:5](=[O:6])[CH:4]=[C:3]([O:10][CH3:13])[C:2]([F:11])([F:12])[F:1])[CH3:9]. The yield is 0.560. (5) The reactants are [Br:1][C:2]1[CH:3]=[C:4]([CH:7]=[C:8]([C:10]([F:13])([F:12])[F:11])[CH:9]=1)[CH:5]=O.[CH3:14][NH:15][CH3:16].C(O[BH-](OC(=O)C)OC(=O)C)(=O)C.[Na+]. The catalyst is C(Cl)Cl.C1COCC1. The product is [Br:1][C:2]1[CH:3]=[C:4]([CH2:5][N:15]([CH3:16])[CH3:14])[CH:7]=[C:8]([C:10]([F:13])([F:12])[F:11])[CH:9]=1. The yield is 0.740.